This data is from Full USPTO retrosynthesis dataset with 1.9M reactions from patents (1976-2016). The task is: Predict the reactants needed to synthesize the given product. Given the product [CH:21]([C:8]1[C:7]([NH:12][C:13](=[O:18])[C:14]([CH3:15])([CH3:17])[CH3:16])=[N:6][CH:11]=[CH:10][CH:9]=1)=[O:22], predict the reactants needed to synthesize it. The reactants are: C([Li])CCC.[N:6]1[CH:11]=[CH:10][CH:9]=[CH:8][C:7]=1[NH:12][C:13](=[O:18])[C:14]([CH3:17])([CH3:16])[CH3:15].CN(C)[CH:21]=[O:22].Cl.C(=O)([O-])[O-].[K+].[K+].